From a dataset of Catalyst prediction with 721,799 reactions and 888 catalyst types from USPTO. Predict which catalyst facilitates the given reaction. Reactant: [Cl:1][C:2]1[N:3]=[C:4](Cl)[C:5]2[CH:10]=[CH:9][N:8]([S:11]([C:14]3[CH:20]=[CH:19][C:17]([CH3:18])=[CH:16][CH:15]=3)(=[O:13])=[O:12])[C:6]=2[N:7]=1.[CH3:22][C:23]([O:26][C:27]([NH:29][CH2:30][CH:31]1[CH2:36][CH2:35][NH:34][CH2:33][CH2:32]1)=[O:28])([CH3:25])[CH3:24].C(N(CC)CC)C.O. Product: [Cl:1][C:2]1[N:3]=[C:4]([N:34]2[CH2:35][CH2:36][CH:31]([CH2:30][NH:29][C:27](=[O:28])[O:26][C:23]([CH3:24])([CH3:22])[CH3:25])[CH2:32][CH2:33]2)[C:5]2[CH:10]=[CH:9][N:8]([S:11]([C:14]3[CH:20]=[CH:19][C:17]([CH3:18])=[CH:16][CH:15]=3)(=[O:13])=[O:12])[C:6]=2[N:7]=1. The catalyst class is: 225.